Dataset: Forward reaction prediction with 1.9M reactions from USPTO patents (1976-2016). Task: Predict the product of the given reaction. (1) Given the reactants [CH3:1][C:2]1[CH:7]=[C:6]([CH3:8])[N:5]2[N:9]=[C:10]([SH:12])[N:11]=[C:4]2[N:3]=1.Br[CH2:14][CH2:15][OH:16], predict the reaction product. The product is: [CH3:1][C:2]1[CH:7]=[C:6]([CH3:8])[N:5]2[N:9]=[C:10]([S:12][CH2:14][CH2:15][OH:16])[N:11]=[C:4]2[N:3]=1. (2) Given the reactants [C:1]([C:3]1[C:4]([C:20]([F:23])([F:22])[F:21])=[C:5]2[C:9](=[CH:10][CH:11]=1)[N:8]([CH2:12][C:13](=[NH:16])[NH:14][OH:15])[C:7]([CH2:17][CH2:18][CH3:19])=[CH:6]2)#[N:2].[Cl:24][C:25]1[CH:33]=[CH:32][C:31]([C:34]([F:37])([F:36])[F:35])=[CH:30][C:26]=1[C:27](Cl)=O.C(N(CC)C(C)C)(C)C, predict the reaction product. The product is: [Cl:24][C:25]1[CH:33]=[CH:32][C:31]([C:34]([F:35])([F:36])[F:37])=[CH:30][C:26]=1[C:27]1[O:15][N:14]=[C:13]([CH2:12][N:8]2[C:9]3[C:5](=[C:4]([C:20]([F:22])([F:23])[F:21])[C:3]([C:1]#[N:2])=[CH:11][CH:10]=3)[CH:6]=[C:7]2[CH2:17][CH2:18][CH3:19])[N:16]=1. (3) Given the reactants [CH2:1]([OH:4])[CH2:2][CH3:3].Br[C:6]1[CH:11]=[CH:10][CH:9]=[C:8]([Br:12])[N:7]=1, predict the reaction product. The product is: [Br:12][C:8]1[CH:9]=[CH:10][CH:11]=[C:6]([O:4][CH2:1][CH2:2][CH3:3])[N:7]=1. (4) The product is: [NH2:12][CH2:11][C@H:10]([NH:23][C:24]1[S:25][C:28]([C:30]2[CH:31]=[C:32]3[C:37](=[CH:38][CH:39]=2)[CH:36]=[N:35][CH:34]=[CH:33]3)=[N:27][N:26]=1)[CH2:9][C:3]1[CH:4]=[CH:5][C:6]([Cl:8])=[CH:7][C:2]=1[Cl:1]. Given the reactants [Cl:1][C:2]1[CH:7]=[C:6]([Cl:8])[CH:5]=[CH:4][C:3]=1[CH2:9][C@@H:10]([NH:23][C:24]([NH:26][NH:27][C:28]([C:30]1[CH:31]=[C:32]2[C:37](=[CH:38][CH:39]=1)[CH:36]=[N:35][CH:34]=[CH:33]2)=O)=[S:25])[CH2:11][N:12]1C(=O)C2C=CC=CC=2C1=O.N[C@H](CC1C=CC(Cl)=CC=1Cl)CN1C(=O)C2C=CC=CC=2C1=O, predict the reaction product.